Dataset: Reaction yield outcomes from USPTO patents with 853,638 reactions. Task: Predict the reaction yield, written as a fraction of the theoretical maximum amount of product (1.0 means a 100% yield; for example, 0.34 means a 34% yield). (1) The reactants are [CH3:1][C:2]1[N:3]([C:14]2[CH:19]=[CH:18][CH:17]=[CH:16][CH:15]=2)[C:4]2[C:9]([C:10]=1[C:11](O)=[O:12])=[CH:8][CH:7]=[CH:6][CH:5]=2.N1(O)C2C=CC=CC=2N=N1.C(N(CC)CC)C.[NH2:37][CH2:38][C:39]1[C:40]([OH:47])=[N:41][C:42]([CH3:46])=[CH:43][C:44]=1[CH3:45]. The catalyst is ClCCl.O. The product is [OH:47][C:40]1[C:39]([CH2:38][NH:37][C:11]([C:10]2[C:9]3[C:4](=[CH:5][CH:6]=[CH:7][CH:8]=3)[N:3]([C:14]3[CH:15]=[CH:16][CH:17]=[CH:18][CH:19]=3)[C:2]=2[CH3:1])=[O:12])=[C:44]([CH3:45])[CH:43]=[C:42]([CH3:46])[N:41]=1. The yield is 0.500. (2) The reactants are [NH2:1][C:2]1[CH:11]=[CH:10][CH:9]=[C:8]2[C:3]=1[C:4](=[O:21])[N:5]([CH:13]1[CH2:18][CH2:17][C:16](=[O:19])[NH:15][C:14]1=[O:20])[C:6]([CH3:12])=[N:7]2.[Cl:22][CH2:23][C:24](Cl)=[O:25].C(#N)C. The catalyst is CO. The product is [Cl:22][CH2:23][C:24]([NH:1][C:2]1[CH:11]=[CH:10][CH:9]=[C:8]2[C:3]=1[C:4](=[O:21])[N:5]([CH:13]1[CH2:18][CH2:17][C:16](=[O:19])[NH:15][C:14]1=[O:20])[C:6]([CH3:12])=[N:7]2)=[O:25]. The yield is 0.900. (3) The product is [F:1][C:2]1[C:3]([N:16]([CH3:35])[CH2:17][CH2:18][CH2:19][O:20][C:21]2[CH:22]=[C:23]3[C:27](=[CH:28][CH:29]=2)[N:26]([CH2:30][C:31]([OH:33])=[O:32])[CH:25]=[CH:24]3)=[N:4][C:5]([C:8]2[CH:13]=[CH:12][C:11]([O:14][CH3:15])=[CH:10][CH:9]=2)=[N:6][CH:7]=1. The reactants are [F:1][C:2]1[C:3]([N:16]([CH3:35])[CH2:17][CH2:18][CH2:19][O:20][C:21]2[CH:22]=[C:23]3[C:27](=[CH:28][CH:29]=2)[N:26]([CH2:30][C:31]([O:33]C)=[O:32])[CH:25]=[CH:24]3)=[N:4][C:5]([C:8]2[CH:13]=[CH:12][C:11]([O:14][CH3:15])=[CH:10][CH:9]=2)=[N:6][CH:7]=1.O.[OH-].[Li+]. The yield is 1.00. The catalyst is CO.C1COCC1. (4) The reactants are C(O[C:4](=[O:12])[C:5]1[CH:10]=[CH:9][N:8]=[CH:7][C:6]=1[OH:11])C.[CH2:13]([NH2:17])[CH2:14][CH2:15][CH3:16]. No catalyst specified. The product is [CH2:13]([NH:17][C:4](=[O:12])[C:5]1[CH:10]=[CH:9][N:8]=[CH:7][C:6]=1[OH:11])[CH2:14][CH2:15][CH3:16]. The yield is 0.740.